Task: Predict the reactants needed to synthesize the given product.. Dataset: Full USPTO retrosynthesis dataset with 1.9M reactions from patents (1976-2016) (1) Given the product [F:23][C:21]([F:22])([F:24])[C:17]1[CH:16]=[C:15]([C:13]2[S:12][C:8]3[C:7]([N:14]=2)=[C:6]([CH2:5][OH:4])[CH:11]=[CH:10][N:9]=3)[CH:20]=[CH:19][CH:18]=1, predict the reactants needed to synthesize it. The reactants are: C([O:4][CH2:5][C:6]1[CH:11]=[CH:10][N:9]=[C:8]2[S:12][C:13]([C:15]3[CH:20]=[CH:19][CH:18]=[C:17]([C:21]([F:24])([F:23])[F:22])[CH:16]=3)=[N:14][C:7]=12)(=O)C.[OH-].[Na+]. (2) Given the product [O:15]1[C:16]2[C:8](=[CH:1][CH:3]=[CH:4][CH:17]=2)[CH2:7][CH2:13][CH2:14]1, predict the reactants needed to synthesize it. The reactants are: [C:1]1([CH:8]=[CH:7]C(O)=[CH:4][CH:3]=1)O.B(F)(F)F.[CH3:13][CH2:14][O:15][CH2:16][CH3:17].O1CCOCC1.